Dataset: Reaction yield outcomes from USPTO patents with 853,638 reactions. Task: Predict the reaction yield, written as a fraction of the theoretical maximum amount of product (1.0 means a 100% yield; for example, 0.34 means a 34% yield). (1) The reactants are [C:1]([N:4]([C:8]1[N:13]=[CH:12][C:11]([C:14]#[C:15][C:16]2[CH:17]=[N:18][N:19]3[C:24]([C:25]([F:28])([F:27])[F:26])=[CH:23][C:22]([C:29]4[CH:34]=[CH:33][C:32]([C:35]([F:38])([F:37])[F:36])=[CH:31][CH:30]=4)=[N:21][C:20]=23)=[CH:10][N:9]=1)C(=O)C)(=[O:3])[CH3:2].Cl.O. The catalyst is N.C1COCC1. The product is [F:27][C:25]([F:26])([F:28])[C:24]1[N:19]2[N:18]=[CH:17][C:16]([C:15]#[C:14][C:11]3[CH:12]=[N:13][C:8]([NH:4][C:1](=[O:3])[CH3:2])=[N:9][CH:10]=3)=[C:20]2[N:21]=[C:22]([C:29]2[CH:34]=[CH:33][C:32]([C:35]([F:36])([F:37])[F:38])=[CH:31][CH:30]=2)[CH:23]=1. The yield is 0.950. (2) The reactants are [Br:1][C:2]1[CH:8]=[C:7]([O:9]C)[C:5]([NH2:6])=[CH:4][C:3]=1[Cl:11].B(Br)(Br)Br. The catalyst is C(Cl)Cl. The product is [NH2:6][C:5]1[CH:4]=[C:3]([Cl:11])[C:2]([Br:1])=[CH:8][C:7]=1[OH:9]. The yield is 0.972.